This data is from Catalyst prediction with 721,799 reactions and 888 catalyst types from USPTO. The task is: Predict which catalyst facilitates the given reaction. (1) Reactant: [Cl:1][C:2]1[CH:31]=[CH:30][C:5]([CH2:6][N:7]([CH2:28][CH3:29])[C:8](=[O:27])[CH2:9][O:10][C:11]2[CH:16]=[CH:15][C:14]([CH2:17][C@H:18]([O:24][CH2:25][CH3:26])[C:19]([O:21]CC)=[O:20])=[CH:13][CH:12]=2)=[CH:4][CH:3]=1.[Li+].[OH-].Cl. Product: [Cl:1][C:2]1[CH:3]=[CH:4][C:5]([CH2:6][N:7]([CH2:28][CH3:29])[C:8](=[O:27])[CH2:9][O:10][C:11]2[CH:16]=[CH:15][C:14]([CH2:17][C@H:18]([O:24][CH2:25][CH3:26])[C:19]([OH:21])=[O:20])=[CH:13][CH:12]=2)=[CH:30][CH:31]=1. The catalyst class is: 1. (2) Reactant: N1[CH:6]=[CH:5][CH:4]=CC=1.[CH3:7][NH:8][C:9]([C:11]1[CH:20]=[CH:19][C:18]2[C:13](=[CH:14][CH:15]=[C:16]([C:21]([C:23]3[N:24]=[CH:25][N:26]([C:28]([C:41]4[CH:46]=[CH:45][CH:44]=[CH:43][CH:42]=4)([C:35]4[CH:40]=[CH:39][CH:38]=[CH:37][CH:36]=4)[C:29]4[CH:34]=[CH:33][CH:32]=[CH:31][CH:30]=4)[CH:27]=3)=[O:22])[CH:17]=2)[CH:12]=1)=[O:10].Cl.[C:48]([O:51]CC)(=[O:50])[CH3:49]. Product: [OH:22][C@@:21]([C:16]1[CH:15]=[CH:14][C:13]2[C:18](=[CH:19][CH:20]=[C:11]([C:9]([NH:8][CH3:7])=[O:10])[CH:12]=2)[CH:17]=1)([C:23]1[N:24]=[CH:25][N:26]([C:28]([C:29]2[CH:34]=[CH:33][CH:32]=[CH:31][CH:30]=2)([C:35]2[CH:36]=[CH:37][CH:38]=[CH:39][CH:40]=2)[C:41]2[CH:46]=[CH:45][CH:44]=[CH:43][CH:42]=2)[CH:27]=1)[CH2:49][C:48]([O:51][CH2:6][CH2:5][CH3:4])=[O:50]. The catalyst class is: 7. (3) Product: [OH:28][C@@H:21]1[CH2:20][CH2:19][C:18]2[C:23](=[CH:24][C:25]([F:27])=[CH:26][C:17]=2[F:16])[CH2:22]1. Reactant: [H-].[Al+3].[Li+].[H-].[H-].[H-].C(NC1C=CC=CN=1)C.[F:16][C:17]1[CH:26]=[C:25]([F:27])[CH:24]=[C:23]2[C:18]=1[CH2:19][CH2:20][C:21](=[O:28])[CH2:22]2. The catalyst class is: 28.